Dataset: CYP3A4 inhibition data for predicting drug metabolism from PubChem BioAssay. Task: Regression/Classification. Given a drug SMILES string, predict its absorption, distribution, metabolism, or excretion properties. Task type varies by dataset: regression for continuous measurements (e.g., permeability, clearance, half-life) or binary classification for categorical outcomes (e.g., BBB penetration, CYP inhibition). Dataset: cyp3a4_veith. (1) The compound is CCNc1ncc2nc(CCc3ccccc3)c(=O)n(Cc3ccc(F)cc3)c2n1. The result is 1 (inhibitor). (2) The drug is N#Cc1cccc(NC(=O)N2CCCC3(CCN(C(=O)c4ccncc4)CC3)C2)c1. The result is 1 (inhibitor).